Task: Predict the reactants needed to synthesize the given product.. Dataset: Full USPTO retrosynthesis dataset with 1.9M reactions from patents (1976-2016) (1) Given the product [NH2:4][C:3]1[CH:5]=[CH:6][CH:7]=[CH:8][C:2]=1[C:1](=[O:15])[CH2:11][CH2:12][CH2:13][CH3:14], predict the reactants needed to synthesize it. The reactants are: [C:1](#N)[C:2]1[C:3](=[CH:5][CH:6]=[CH:7][CH:8]=1)[NH2:4].[Li][CH2:11][CH2:12][CH2:13][CH3:14].[OH2:15]. (2) Given the product [F:14][C:13]([F:16])([F:15])[C:11]1[CH:12]=[C:7]([CH2:6][C:17]#[N:18])[CH:8]=[N:9][CH:10]=1, predict the reactants needed to synthesize it. The reactants are: CS(O[CH2:6][C:7]1[CH:8]=[N:9][CH:10]=[C:11]([C:13]([F:16])([F:15])[F:14])[CH:12]=1)(=O)=O.[C-:17]#[N:18].[K+]. (3) Given the product [C:31]([O:35][C:36](=[O:48])[CH2:37][O:38][C:39]1[CH:44]=[CH:43][C:42]([Cl:45])=[CH:41][C:40]=1[C:46]#[C:47][C:50]1[CH:51]=[C:52]([N:57]([CH3:62])[S:58]([CH3:61])(=[O:60])=[O:59])[CH:53]=[CH:54][C:55]=1[CH3:56])([CH3:34])([CH3:33])[CH3:32], predict the reactants needed to synthesize it. The reactants are: C(OC(=O)COC1C=CC(Cl)=CC=1C#CC1C=CC=C(S(CCC)(=O)=O)C=1)(C)(C)C.[C:31]([O:35][C:36](=[O:48])[CH2:37][O:38][C:39]1[CH:44]=[CH:43][C:42]([Cl:45])=[CH:41][C:40]=1[C:46]#[CH:47])([CH3:34])([CH3:33])[CH3:32].Br[C:50]1[CH:51]=[C:52]([N:57]([CH3:62])[S:58]([CH3:61])(=[O:60])=[O:59])[CH:53]=[CH:54][C:55]=1[CH3:56]. (4) Given the product [CH3:37][C:22]1[C:21]([CH2:20][O:18][C:15]2[CH:14]=[CH:13][C:12]([CH2:11][CH2:10][CH2:9][CH2:8][N:3]3[CH:7]=[CH:6][N:5]=[N:4]3)=[CH:17][CH:16]=2)=[CH:26][CH:25]=[C:24]([C:27]2[CH:32]=[CH:31][C:30]([C:33]([F:35])([F:36])[F:34])=[CH:29][CH:28]=2)[N:23]=1, predict the reactants needed to synthesize it. The reactants are: [H-].[Na+].[N:3]1([CH2:8][CH2:9][CH2:10][CH2:11][C:12]2[CH:17]=[CH:16][C:15]([OH:18])=[CH:14][CH:13]=2)[CH:7]=[CH:6][N:5]=[N:4]1.Cl[CH2:20][C:21]1[C:22]([CH3:37])=[N:23][C:24]([C:27]2[CH:32]=[CH:31][C:30]([C:33]([F:36])([F:35])[F:34])=[CH:29][CH:28]=2)=[CH:25][CH:26]=1.O. (5) Given the product [CH3:42][C:39]1[CH:40]=[CH:41][C:36]([N:34]2[CH2:33][CH2:32][C:28]3[N:29]=[CH:30][N:31]=[C:26]([NH:13][C@@H:11]([C:8]4[CH:9]=[N:10][C:5]([C:4]([F:14])([F:3])[F:15])=[CH:6][CH:7]=4)[CH3:12])[C:27]=3[CH2:35]2)=[N:37][CH:38]=1, predict the reactants needed to synthesize it. The reactants are: Cl.Cl.[F:3][C:4]([F:15])([F:14])[C:5]1[N:10]=[CH:9][C:8]([C@H:11]([NH2:13])[CH3:12])=[CH:7][CH:6]=1.C(N(CC)C(C)C)(C)C.Cl[C:26]1[C:27]2[CH2:35][N:34]([C:36]3[CH:41]=[CH:40][C:39]([CH3:42])=[CH:38][N:37]=3)[CH2:33][CH2:32][C:28]=2[N:29]=[CH:30][N:31]=1. (6) Given the product [F:21][C:22]([F:45])([CH:25]([F:44])[C:26]([F:43])([F:42])[O:27][C:28]([F:40])([F:41])[C:29]([F:38])([F:39])[C:30]([F:36])([F:37])[O:31][C:32]([F:33])([F:34])[F:35])[C:23]([OH:18])=[O:24], predict the reactants needed to synthesize it. The reactants are: N([O-])=O.[Na+].CC1(C)N([O])C(C)(C)CCC1.CC(O[Na])=[O:18].[F:21][C:22]([F:45])([CH:25]([F:44])[C:26]([F:43])([F:42])[O:27][C:28]([F:41])([F:40])[C:29]([F:39])([F:38])[C:30]([F:37])([F:36])[O:31][C:32]([F:35])([F:34])[F:33])[CH2:23][OH:24].O=O. (7) Given the product [ClH:1].[ClH:1].[CH3:27][O:26][C:23]1[N:22]=[CH:21][C:20]([CH:9]([OH:8])[CH2:10][NH:11][CH3:12])=[CH:25][CH:24]=1, predict the reactants needed to synthesize it. The reactants are: [ClH:1].O1CCOCC1.[OH:8][CH:9]([C:20]1[CH:21]=[N:22][C:23]([O:26][CH3:27])=[CH:24][CH:25]=1)[CH2:10][N:11](C)[C:12](=O)OC(C)(C)C.